The task is: Predict the reactants needed to synthesize the given product.. This data is from Full USPTO retrosynthesis dataset with 1.9M reactions from patents (1976-2016). (1) The reactants are: [CH3:1][C@H:2]1[N:7]([CH2:8][C:9]2[CH:14]=[CH:13][CH:12]=[CH:11][CH:10]=2)[C:6](=O)[CH2:5][O:4][CH2:3]1.[H-].COCCO[Al+]OCCOC.[Na+].[H-]. Given the product [CH3:1][C@@H:2]1[CH2:3][O:4][CH2:5][CH2:6][N:7]1[CH2:8][C:9]1[CH:14]=[CH:13][CH:12]=[CH:11][CH:10]=1, predict the reactants needed to synthesize it. (2) Given the product [CH3:1][O:2][C:3]1[C:4]([CH2:12][N:13]([CH3:14])[CH3:15])=[C:5]2[C:9](=[CH:10][CH:11]=1)[N:8]([S:29]([C:26]1[CH:25]=[CH:24][C:23]([O:22][CH3:21])=[CH:28][CH:27]=1)(=[O:31])=[O:30])[CH:7]=[CH:6]2, predict the reactants needed to synthesize it. The reactants are: [CH3:1][O:2][C:3]1[C:4]([CH2:12][N:13]([CH3:15])[CH3:14])=[C:5]2[C:9](=[CH:10][CH:11]=1)[NH:8][CH:7]=[CH:6]2.CN(C=O)C.[CH3:21][O:22][C:23]1[CH:28]=[CH:27][C:26]([S:29](Cl)(=[O:31])=[O:30])=[CH:25][CH:24]=1. (3) Given the product [CH2:29]([O:32][C:33]1([CH3:39])[CH2:34][CH2:35][N:36]([C:17]2[N:16]3[N:19]=[C:20]([C:22]([O:24][CH2:25][CH3:26])=[O:23])[CH:21]=[C:15]3[N:14]=[C:13]([CH3:27])[C:12]=2[C@H:6]([O:5][C:1]([CH3:4])([CH3:3])[CH3:2])[C:7]([O:9][CH2:10][CH3:11])=[O:8])[CH2:37][CH2:38]1)[CH:30]=[CH2:31], predict the reactants needed to synthesize it. The reactants are: [C:1]([O:5][C@@H:6]([C:12]1[C:13]([CH3:27])=[N:14][C:15]2[N:16]([N:19]=[C:20]([C:22]([O:24][CH2:25][CH3:26])=[O:23])[CH:21]=2)[C:17]=1Cl)[C:7]([O:9][CH2:10][CH3:11])=[O:8])([CH3:4])([CH3:3])[CH3:2].Cl.[CH2:29]([O:32][C:33]1([CH3:39])[CH2:38][CH2:37][NH:36][CH2:35][CH2:34]1)[CH:30]=[CH2:31].